From a dataset of Catalyst prediction with 721,799 reactions and 888 catalyst types from USPTO. Predict which catalyst facilitates the given reaction. Reactant: [C:9](O[C:9]([O:11][C:12]([CH3:15])([CH3:14])[CH3:13])=[O:10])([O:11][C:12]([CH3:15])([CH3:14])[CH3:13])=[O:10].[OH:16][CH:17]1[CH2:22][CH2:21][NH:20][CH2:19][CH2:18]1.[OH-].[Na+].C(Cl)(Cl)Cl. Product: [OH:16][CH:17]1[CH2:22][CH2:21][N:20]([C:9]([O:11][C:12]([CH3:13])([CH3:14])[CH3:15])=[O:10])[CH2:19][CH2:18]1. The catalyst class is: 6.